This data is from Full USPTO retrosynthesis dataset with 1.9M reactions from patents (1976-2016). The task is: Predict the reactants needed to synthesize the given product. (1) Given the product [C:1]([C:5]1[N:10]=[CH:9][C:8]([C:11]2[N:12]([C:32]([N:34]3[CH2:35][CH2:36][CH:37]([CH2:40][C:41]([N:51]([CH2:52][CH2:53][O:54][CH3:55])[CH2:50][CH2:49][O:48][CH3:47])=[O:42])[CH2:38][CH2:39]3)=[O:33])[C@@:13]([C:25]3[CH:30]=[CH:29][C:28]([Cl:31])=[CH:27][CH:26]=3)([CH3:24])[C@@:14]([C:17]3[CH:22]=[CH:21][C:20]([Cl:23])=[CH:19][CH:18]=3)([CH3:16])[N:15]=2)=[C:7]([O:44][CH2:45][CH3:46])[CH:6]=1)([CH3:4])([CH3:2])[CH3:3], predict the reactants needed to synthesize it. The reactants are: [C:1]([C:5]1[N:10]=[CH:9][C:8]([C:11]2[N:12]([C:32]([N:34]3[CH2:39][CH2:38][CH:37]([CH2:40][C:41](O)=[O:42])[CH2:36][CH2:35]3)=[O:33])[C@@:13]([C:25]3[CH:30]=[CH:29][C:28]([Cl:31])=[CH:27][CH:26]=3)([CH3:24])[C@@:14]([C:17]3[CH:22]=[CH:21][C:20]([Cl:23])=[CH:19][CH:18]=3)([CH3:16])[N:15]=2)=[C:7]([O:44][CH2:45][CH3:46])[CH:6]=1)([CH3:4])([CH3:3])[CH3:2].[CH3:47][O:48][CH2:49][CH2:50][NH:51][CH2:52][CH2:53][O:54][CH3:55]. (2) Given the product [Br:23][C:24]1[S:25][CH:26]=[C:27]([C:29]([NH:1][C:2]2[CH:3]=[N:4][CH:5]=[CH:6][C:7]=2[C@@H:8]2[CH2:13][C@H:12]([CH3:14])[CH2:11][C@H:10]([NH:15][C:16](=[O:22])[O:17][C:18]([CH3:21])([CH3:20])[CH3:19])[CH2:9]2)=[O:30])[N:28]=1, predict the reactants needed to synthesize it. The reactants are: [NH2:1][C:2]1[CH:3]=[N:4][CH:5]=[CH:6][C:7]=1[C@@H:8]1[CH2:13][C@H:12]([CH3:14])[CH2:11][C@H:10]([NH:15][C:16](=[O:22])[O:17][C:18]([CH3:21])([CH3:20])[CH3:19])[CH2:9]1.[Br:23][C:24]1[S:25][CH:26]=[C:27]([C:29](O)=[O:30])[N:28]=1.C1C=NC2N(O)N=NC=2C=1.C(Cl)CCl.